From a dataset of NCI-60 drug combinations with 297,098 pairs across 59 cell lines. Regression. Given two drug SMILES strings and cell line genomic features, predict the synergy score measuring deviation from expected non-interaction effect. Drug 1: CS(=O)(=O)OCCCCOS(=O)(=O)C. Drug 2: C(CCl)NC(=O)N(CCCl)N=O. Cell line: HS 578T. Synergy scores: CSS=22.1, Synergy_ZIP=-8.92, Synergy_Bliss=-8.33, Synergy_Loewe=-3.38, Synergy_HSA=-2.73.